Dataset: Forward reaction prediction with 1.9M reactions from USPTO patents (1976-2016). Task: Predict the product of the given reaction. (1) Given the reactants [CH:1]1([C:4]2[CH:9]=[C:8]([C:10]3[C:18]4[C:13](=[CH:14][CH:15]=[C:16]([N+:19]([O-])=O)[CH:17]=4)[N:12]([C:22]([C:35]4[CH:40]=[CH:39][CH:38]=[CH:37][CH:36]=4)([C:29]4[CH:34]=[CH:33][CH:32]=[CH:31][CH:30]=4)[C:23]4[CH:28]=[CH:27][CH:26]=[CH:25][CH:24]=4)[N:11]=3)[CH:7]=[CH:6][N:5]=2)[CH2:3][CH2:2]1.CO.C1(C)C=CC=CC=1, predict the reaction product. The product is: [CH:1]1([C:4]2[CH:9]=[C:8]([C:10]3[C:18]4[C:13](=[CH:14][CH:15]=[C:16]([NH2:19])[CH:17]=4)[N:12]([C:22]([C:23]4[CH:28]=[CH:27][CH:26]=[CH:25][CH:24]=4)([C:35]4[CH:36]=[CH:37][CH:38]=[CH:39][CH:40]=4)[C:29]4[CH:34]=[CH:33][CH:32]=[CH:31][CH:30]=4)[N:11]=3)[CH:7]=[CH:6][N:5]=2)[CH2:2][CH2:3]1. (2) The product is: [Cl:1][C:2]1[N:11]=[C:10]([N:12]([C:13]2[CH:18]=[CH:17][CH:16]=[C:15]([O:19][CH3:20])[CH:14]=2)[CH3:21])[C:9]2[C:4](=[CH:5][CH:6]=[CH:7][CH:8]=2)[N:3]=1. Given the reactants [Cl:1][C:2]1[N:11]=[C:10]([NH:12][C:13]2[CH:18]=[CH:17][CH:16]=[C:15]([O:19][CH3:20])[CH:14]=2)[C:9]2[C:4](=[CH:5][CH:6]=[CH:7][CH:8]=2)[N:3]=1.[CH3:21]I, predict the reaction product.